From a dataset of Full USPTO retrosynthesis dataset with 1.9M reactions from patents (1976-2016). Predict the reactants needed to synthesize the given product. (1) The reactants are: [Cl:1][C:2]1[C:3]([NH:15][CH:16]2[CH2:29][CH:19]3[CH2:20][N:21]([C:23](=O)[C:24]([F:27])([F:26])[F:25])[CH2:22][CH:18]3[CH2:17]2)=[N:4][C:5]([NH:8][C:9]2[CH:10]=[N:11][N:12]([CH3:14])[CH:13]=2)=[N:6][CH:7]=1.CSC.B. Given the product [Cl:1][C:2]1[C:3]([NH:15][CH:16]2[CH2:17][CH:18]3[CH2:22][N:21]([CH2:23][C:24]([F:26])([F:25])[F:27])[CH2:20][CH:19]3[CH2:29]2)=[N:4][C:5]([NH:8][C:9]2[CH:10]=[N:11][N:12]([CH3:14])[CH:13]=2)=[N:6][CH:7]=1, predict the reactants needed to synthesize it. (2) Given the product [CH2:12]([N:15]1[CH:19]=[C:18]([CH2:20][C@@H:21]([NH:25][C:2]([O:4][CH2:5][C:6]2[CH:11]=[CH:10][CH:9]=[CH:8][CH:7]=2)=[O:3])[C:22]([OH:24])=[O:23])[N:17]=[CH:16]1)[CH:13]=[CH2:14], predict the reactants needed to synthesize it. The reactants are: Cl[C:2]([O:4][CH2:5][C:6]1[CH:11]=[CH:10][CH:9]=[CH:8][CH:7]=1)=[O:3].[CH2:12]([N:15]1[CH:19]=[C:18]([CH2:20][C@@H:21]([NH2:25])[C:22]([OH:24])=[O:23])[N:17]=[CH:16]1)[CH:13]=[CH2:14].C(OCC)(=O)C.Cl. (3) Given the product [Br:18][C:17]1[C:12]([N:9]2[CH2:8][CH2:7][N:6]([C:4](=[O:5])[CH2:3][CH2:2][NH:1][CH:32]([CH3:34])[CH3:31])[CH2:11][CH2:10]2)=[C:13]2[C:21]([NH:22][C:23](=[O:30])[C:24]3[CH:29]=[CH:28][CH:27]=[N:26][CH:25]=3)=[CH:20][NH:19][C:14]2=[N:15][CH:16]=1, predict the reactants needed to synthesize it. The reactants are: [NH2:1][CH2:2][CH2:3][C:4]([N:6]1[CH2:11][CH2:10][N:9]([C:12]2[C:17]([Br:18])=[CH:16][N:15]=[C:14]3[NH:19][CH:20]=[C:21]([NH:22][C:23](=[O:30])[C:24]4[CH:29]=[CH:28][CH:27]=[N:26][CH:25]=4)[C:13]=23)[CH2:8][CH2:7]1)=[O:5].[CH3:31][C:32]([CH3:34])=O.CCN(C(C)C)C(C)C.[BH-](OC(C)=O)(OC(C)=O)OC(C)=O.[Na+].C([O-])([O-])=O.[Na+].[Na+].Cl. (4) The reactants are: [NH2:1][C:2]1[CH:3]=[C:4]([F:21])[C:5]([F:20])=[C:6]([C@:8]2([CH3:19])[CH2:13][C@@H:12]([C:14]([F:17])([F:16])[F:15])[O:11][C:10]([NH2:18])=[N:9]2)[CH:7]=1.Cl[C:23]1[N:24]=[CH:25][C:26]([F:35])=[C:27]2[C:32]=1[N:31]=[CH:30][C:29]([C:33]#[N:34])=[CH:28]2. Given the product [NH2:18][C:10]1[O:11][C@H:12]([C:14]([F:17])([F:16])[F:15])[CH2:13][C@:8]([C:6]2[CH:7]=[C:2]([NH:1][C:23]3[N:24]=[CH:25][C:26]([F:35])=[C:27]4[C:32]=3[N:31]=[CH:30][C:29]([C:33]#[N:34])=[CH:28]4)[CH:3]=[C:4]([F:21])[C:5]=2[F:20])([CH3:19])[N:9]=1, predict the reactants needed to synthesize it.